This data is from Experimentally validated miRNA-target interactions with 360,000+ pairs, plus equal number of negative samples. The task is: Binary Classification. Given a miRNA mature sequence and a target amino acid sequence, predict their likelihood of interaction. (1) The miRNA is ath-miR156f-5p with sequence UGACAGAAGAGAGUGAGCAC. The protein sequence of the target gene is MPFLGQDWRSPGWSWIKTEDGWKRCESCSQKLERENNRCNISHSIILNSEDGEIFNNEEHEYASKKRKKDHFRNDTNTQSFYREKWIYVHKESTKERHGYCTLGEAFNRLDFSSAIQDIRRFNYVVKLLQLIAKSQLTSLSGVAQKNYFNILDKIVQKVLDDHHNPRLIKDLLQDLSSTLCILIRGVGKSVLVGNINIWICRLETILAWQQQLQDLQMTKQVNNGLTLSDLPLHMLNNILYRFSDGWDIITLGQVTPTLYMLSEDRQLWKKLCQYHFAEKQFCRHLILSEKGHIEWKLMY.... Result: 0 (no interaction). (2) The miRNA is hsa-miR-7112-5p with sequence ACGGGCAGGGCAGUGCACCCUG. The protein sequence of the target gene is MLFLQFLLLALLLPGGDNADASQEHVSFHVIQIFSFVNQSWARGQGSGWLDELQTHGWDSESGTIIFLHNWSKGNFSNEELSDLELLFRFYLFGLTREIQDHASQDYSKYPFEVQVKAGCELHSGKSPEGFFQVAFNGLDLLSFQNTTWVPSPGCGSLAQSVCHLLNHQYEGVTETVYNLIRSTCPRFLLGLLDAGKMYVHRQVRPEAWLSSRPSLGSGQLLLVCHASGFYPKPVWVTWMRNEQEQLGTKHGDILPNADGTWYLQVILEVASEEPAGLSCRVRHSSLGGQDIILYWGHHF.... Result: 0 (no interaction). (3) The miRNA is hsa-miR-124-3p with sequence UAAGGCACGCGGUGAAUGCCAA. The protein sequence of the target gene is MESKEKRAVNSLSMENANQENEEKEQVANKGEPLALPLDAGEYCVPRGNRRRFRVRQPILQYRWDMMHRLGEPQARMREENMERIGEEVRQLMEKLREKQLSHSLRAVSTDPPHHDHHDEFCLMP. Result: 1 (interaction). (4) Result: 1 (interaction). The protein sequence of the target gene is MKLNPQQAPLYGDCVVTVLLAEEDKAEDDVVFYLVFLGSTLRHCTSTRKVSSDTLETIAPGHDCCETVKVQLCASKEGLPVFVVAEEDFHFVQDEAYDAAQFLATSAGNQQALNFTRFLDQSGPPSGDVNSLDKKLVLAFRHLKLPTEWNVLGTDQSLHDAGPRETLMHFAVRLGLLRLTWFLLQKPGGRGALSIHNQEGATPVSLALERGYHKLHQLLTEENAGEPDSWSSLSYEIPYGDCSVRHHRELDIYTLTSESDSHHEHPFPGDGCTGPIFKLMNIQQQLMKTNLKQMDSLMPL.... The miRNA is hsa-miR-335-5p with sequence UCAAGAGCAAUAACGAAAAAUGU.